This data is from NCI-60 drug combinations with 297,098 pairs across 59 cell lines. The task is: Regression. Given two drug SMILES strings and cell line genomic features, predict the synergy score measuring deviation from expected non-interaction effect. Drug 1: C1CC(=O)NC(=O)C1N2CC3=C(C2=O)C=CC=C3N. Drug 2: CC=C1C(=O)NC(C(=O)OC2CC(=O)NC(C(=O)NC(CSSCCC=C2)C(=O)N1)C(C)C)C(C)C. Cell line: A549. Synergy scores: CSS=31.7, Synergy_ZIP=0.843, Synergy_Bliss=3.66, Synergy_Loewe=4.34, Synergy_HSA=4.46.